This data is from Forward reaction prediction with 1.9M reactions from USPTO patents (1976-2016). The task is: Predict the product of the given reaction. (1) Given the reactants [C:1]([NH:6][C:7]1[NH:8][C:9](=[O:24])[C:10]2[N:11]=[CH:12][N:13]([C:22]=2[N:23]=1)[C@@H:14]1[O:21][C@H:18]([CH2:19][OH:20])[C@@H:16]([OH:17])[CH2:15]1)(=[O:5])[CH:2]([CH3:4])[CH3:3].CC(N(C)C)=O.[C:31](Cl)(=[O:47])[CH2:32][CH2:33][CH2:34][CH2:35][CH2:36][CH2:37][CH2:38][CH2:39][CH2:40][CH2:41][CH2:42][CH2:43][CH2:44][CH2:45][CH3:46].C(=O)(O)[O-].[K+], predict the reaction product. The product is: [C:31]([O:20][CH2:19][C@H:18]1[O:21][C@@H:14]([N:13]2[C:22]3[N:23]=[C:7]([NH:6][C:1](=[O:5])[CH:2]([CH3:4])[CH3:3])[NH:8][C:9](=[O:24])[C:10]=3[N:11]=[CH:12]2)[CH2:15][C@@H:16]1[OH:17])(=[O:47])[CH2:32][CH2:33][CH2:34][CH2:35][CH2:36][CH2:37][CH2:38][CH2:39][CH2:40][CH2:41][CH2:42][CH2:43][CH2:44][CH2:45][CH3:46]. (2) Given the reactants [C:1]([O:5][C:6]([N:8]1[C@H:12]([CH2:13]O)[CH2:11][O:10][C:9]1([CH3:16])[CH3:15])=[O:7])([CH3:4])([CH3:3])[CH3:2].[SH:17][C:18]1[S:19][C:20]2[CH:26]=[CH:25][CH:24]=[CH:23][C:21]=2[N:22]=1.C1(P(C2C=CC=CC=2)C2C=CC=CC=2)C=CC=CC=1.N(C(OCC)=O)=NC(OCC)=O, predict the reaction product. The product is: [C:1]([O:5][C:6]([N:8]1[C@H:12]([CH2:13][S:17][C:18]2[S:19][C:20]3[CH:26]=[CH:25][CH:24]=[CH:23][C:21]=3[N:22]=2)[CH2:11][O:10][C:9]1([CH3:16])[CH3:15])=[O:7])([CH3:4])([CH3:3])[CH3:2]. (3) Given the reactants [Br:1][C:2]1[CH:20]=[CH:19][C:5]2[N:6]([C:9]3[S:13][C:12]([C:14]([O:16][CH3:17])=[O:15])=[C:11]([OH:18])[CH:10]=3)[CH:7]=[N:8][C:4]=2[CH:3]=1.[Cl:21][C:22]1[C:27]([C@@H:28](O)[CH3:29])=[CH:26][CH:25]=[CH:24][C:23]=1[O:31][CH:32]1[CH2:37][CH2:36][N:35]([C:38]([O:40][C:41]([CH3:44])([CH3:43])[CH3:42])=[O:39])[CH2:34][CH2:33]1, predict the reaction product. The product is: [Br:1][C:2]1[CH:20]=[CH:19][C:5]2[N:6]([C:9]3[S:13][C:12]([C:14]([O:16][CH3:17])=[O:15])=[C:11]([O:18][C@@H:28]([C:27]4[C:22]([Cl:21])=[C:23]([O:31][CH:32]5[CH2:37][CH2:36][N:35]([C:38]([O:40][C:41]([CH3:44])([CH3:43])[CH3:42])=[O:39])[CH2:34][CH2:33]5)[CH:24]=[CH:25][CH:26]=4)[CH3:29])[CH:10]=3)[CH:7]=[N:8][C:4]=2[CH:3]=1. (4) Given the reactants C([O:8][C:9]1[CH:14]=[CH:13][C:12]([CH2:15][CH2:16][NH2:17])=[C:11]([O:18][CH3:19])[C:10]=1OC)C1C=CC=CC=1.[CH2:22]([OH:24])C, predict the reaction product. The product is: [NH2:17][CH2:16][CH2:15][C:12]1[CH:13]=[CH:14][C:9]([OH:8])=[CH:10][C:11]=1[O:18][CH2:19][O:24][CH3:22]. (5) Given the reactants Cl[CH:2]([CH3:5])[C:3]#[N:4].[Cl:6][C:7]1[CH:12]=[C:11]([N+:13]([O-:15])=[O:14])[CH:10]=[C:9]([Cl:16])[CH:8]=1.[OH-].[Na+].Cl, predict the reaction product. The product is: [Cl:6][C:7]1[CH:12]=[C:11]([N+:13]([O-:15])=[O:14])[CH:10]=[C:9]([Cl:16])[C:8]=1[CH:2]([CH3:5])[C:3]#[N:4]. (6) Given the reactants [CH2:1]([O:8][C:9]1[CH:14]=[CH:13][C:12](Br)=[C:11]([O:16][CH3:17])[CH:10]=1)[C:2]1[CH:7]=[CH:6][CH:5]=[CH:4][CH:3]=1.[Li]CCCC.[Si:23]([O:30][CH2:31][C:32]1[N:33]([C:37]2[CH:41]=[CH:40][N:39]([S:42]([C:45]3[CH:51]=[CH:50][C:48]([CH3:49])=[CH:47][CH:46]=3)(=[O:44])=[O:43])[C:38]=2[CH:52]=[O:53])[CH:34]=[CH:35][CH:36]=1)([C:26]([CH3:29])([CH3:28])[CH3:27])([CH3:25])[CH3:24], predict the reaction product. The product is: [CH2:1]([O:8][C:9]1[CH:14]=[CH:13][C:12]([CH:52]([C:38]2[N:39]([S:42]([C:45]3[CH:46]=[CH:47][C:48]([CH3:49])=[CH:50][CH:51]=3)(=[O:43])=[O:44])[CH:40]=[CH:41][C:37]=2[N:33]2[CH:34]=[CH:35][CH:36]=[C:32]2[CH2:31][O:30][Si:23]([C:26]([CH3:29])([CH3:28])[CH3:27])([CH3:25])[CH3:24])[OH:53])=[C:11]([O:16][CH3:17])[CH:10]=1)[C:2]1[CH:7]=[CH:6][CH:5]=[CH:4][CH:3]=1. (7) Given the reactants [Br:1][C:2]1[CH:3]=[CH:4][C:5]([NH:8][C:9]([O:11][C:12]([CH3:15])([CH3:14])[CH3:13])=[O:10])=[N:6][CH:7]=1.[H-].[Na+].Br[CH2:19][C:20]([O:22][CH3:23])=[O:21], predict the reaction product. The product is: [Br:1][C:2]1[CH:3]=[CH:4][C:5]([N:8]([C:9]([O:11][C:12]([CH3:15])([CH3:14])[CH3:13])=[O:10])[CH2:19][C:20]([O:22][CH3:23])=[O:21])=[N:6][CH:7]=1. (8) Given the reactants Br[C:2]1[CH:3]=[C:4]([NH:9][C:10]2[N:15]=[C:14]([CH:16]([CH3:18])[CH3:17])[CH:13]=[CH:12][N:11]=2)[CH:5]=[C:6]([CH3:8])[CH:7]=1.[B:19]1([B:19]2[O:23][C:22]([CH3:25])([CH3:24])[C:21]([CH3:27])([CH3:26])[O:20]2)[O:23][C:22]([CH3:25])([CH3:24])[C:21]([CH3:27])([CH3:26])[O:20]1.[C:37]([O-])(=O)C.[K+], predict the reaction product. The product is: [CH2:8]([C:6]1[CH:5]=[C:4]([NH:9][C:10]2[N:15]=[C:14]([CH:16]([CH3:18])[CH3:17])[CH:13]=[CH:12][N:11]=2)[CH:3]=[C:2]([B:19]2[O:23][C:22]([CH3:25])([CH3:24])[C:21]([CH3:27])([CH3:26])[O:20]2)[CH:7]=1)[CH3:37].